From a dataset of Reaction yield outcomes from USPTO patents with 853,638 reactions. Predict the reaction yield, written as a fraction of the theoretical maximum amount of product (1.0 means a 100% yield; for example, 0.34 means a 34% yield). The reactants are [NH2:1][C:2]1[C:11]2[C:6](=[CH:7][CH:8]=[CH:9][CH:10]=2)[C:5]([O:12][C:13]2[C:22]3[NH:21][C:20](=[O:23])[CH:19]=[N:18][C:17]=3[N:16]=[CH:15][CH:14]=2)=[CH:4][CH:3]=1.[C:24]([C:28]1[CH:32]=[C:31]([N:33]=[C:34]=[O:35])[N:30]([C:36]2[CH:41]=[CH:40][CH:39]=[CH:38][CH:37]=2)[N:29]=1)([CH3:27])([CH3:26])[CH3:25]. No catalyst specified. The product is [C:24]([C:28]1[CH:32]=[C:31]([NH:33][C:34]([NH:1][C:2]2[C:11]3[C:6](=[CH:7][CH:8]=[CH:9][CH:10]=3)[C:5]([O:12][C:13]3[C:22]4[NH:21][C:20](=[O:23])[CH:19]=[N:18][C:17]=4[N:16]=[CH:15][CH:14]=3)=[CH:4][CH:3]=2)=[O:35])[N:30]([C:36]2[CH:41]=[CH:40][CH:39]=[CH:38][CH:37]=2)[N:29]=1)([CH3:27])([CH3:25])[CH3:26]. The yield is 0.170.